From a dataset of Forward reaction prediction with 1.9M reactions from USPTO patents (1976-2016). Predict the product of the given reaction. (1) Given the reactants [C:1]([O:5][C:6](=[O:36])[NH:7][C:8]1([C:12]2[CH:17]=[CH:16][C:15](C3C(=O)C4C(=CC=C(F)C=4)OC=3C3C=CC=CC=3)=[CH:14][CH:13]=2)[CH2:11][CH2:10][CH2:9]1)([CH3:4])([CH3:3])[CH3:2].I[C:38]1[C:43](=[O:44])[C:42]2[CH:45]=[CH:46][C:47]3[N:48]=C[O:50][C:51]=3[C:41]=2[O:40][C:39]=1[C:52]1[CH:57]=[CH:56][CH:55]=[CH:54][CH:53]=1, predict the reaction product. The product is: [C:1]([O:5][C:6](=[O:36])[NH:7][C:8]1([C:12]2[CH:13]=[CH:14][C:15]([C:38]3[C:43](=[O:44])[C:42]4[C:41](=[C:51]([OH:50])[C:47]([NH2:48])=[CH:46][CH:45]=4)[O:40][C:39]=3[C:52]3[CH:53]=[CH:54][CH:55]=[CH:56][CH:57]=3)=[CH:16][CH:17]=2)[CH2:9][CH2:10][CH2:11]1)([CH3:4])([CH3:2])[CH3:3]. (2) Given the reactants [CH3:1][CH:2]([CH3:6])[CH2:3][CH2:4][NH2:5].[C:7]1([CH2:13][C:14]([OH:16])=O)[CH:12]=[CH:11][CH:10]=[CH:9][CH:8]=1.[CH2:17]1[C:26]2[C:21](=[CH:22][CH:23]=[CH:24][CH:25]=2)[CH2:20][CH2:19][N:18]1[C:27]([NH:29][C:30]1[CH:38]=CC(C(O)=O)=C[CH:31]=1)=[O:28], predict the reaction product. The product is: [C:7]1([CH2:13][C:14]([NH:5][CH2:4][CH2:3][C:2]2[CH:6]=[CH:31][C:30]([NH:29][C:27]([N:18]3[CH2:19][CH2:20][C:21]4[C:26](=[CH:25][CH:24]=[CH:23][CH:22]=4)[CH2:17]3)=[O:28])=[CH:38][CH:1]=2)=[O:16])[CH:8]=[CH:9][CH:10]=[CH:11][CH:12]=1. (3) The product is: [CH2:21]([O:20][P:19]([CH2:2][C:3]1[CH:8]=[CH:7][C:6]([CH2:9][P:19]([O:20][CH2:21][CH3:22])([O:23][CH2:24][CH3:25])=[O:26])=[CH:5][C:4]=1[C:11]1[CH:16]=[C:15]([CH3:17])[CH:14]=[CH:13][C:12]=1[CH3:18])(=[O:26])[O:23][CH2:24][CH3:25])[CH3:22]. Given the reactants Cl[CH2:2][C:3]1[CH:8]=[CH:7][C:6]([CH2:9]Cl)=[CH:5][C:4]=1[C:11]1[CH:16]=[C:15]([CH3:17])[CH:14]=[CH:13][C:12]=1[CH3:18].[P:19]([O:26]CC)([O:23][CH2:24][CH3:25])[O:20][CH2:21][CH3:22], predict the reaction product. (4) Given the reactants [H-].[Li+].[Al+3].[H-].[H-].[H-].[CH2:7]([N:14]1[CH2:21][CH:20]2[O:22][CH:16]([CH2:17][N:18]([CH:23]([C:29](OCC)=[O:30])[C:24](OCC)=[O:25])[CH2:19]2)[CH2:15]1)[C:8]1[CH:13]=[CH:12][CH:11]=[CH:10][CH:9]=1.[OH-].[Na+], predict the reaction product. The product is: [CH2:7]([N:14]1[CH2:15][CH:16]2[O:22][CH:20]([CH2:19][N:18]([CH:23]([CH2:24][OH:25])[CH2:29][OH:30])[CH2:17]2)[CH2:21]1)[C:8]1[CH:9]=[CH:10][CH:11]=[CH:12][CH:13]=1.